This data is from Forward reaction prediction with 1.9M reactions from USPTO patents (1976-2016). The task is: Predict the product of the given reaction. (1) Given the reactants C[Si](N[Si](C)(C)C)(C)C.[Li]CCCC.[Br:15][C:16]1[CH:17]=[C:18]([CH:24]=[CH:25][CH:26]=1)[C:19]([O:21]CC)=O.[C:27]([O:30][C:31]([CH3:34])([CH3:33])[CH3:32])(=[O:29])[CH3:28], predict the reaction product. The product is: [C:31]([O:30][C:27](=[O:29])[CH2:28][C:19]([C:18]1[CH:24]=[CH:25][CH:26]=[C:16]([Br:15])[CH:17]=1)=[O:21])([CH3:34])([CH3:33])[CH3:32]. (2) Given the reactants [H-].[Al+3].[Li+].[H-].[H-].[H-].[N:7]1[C:16]2[CH2:15][CH2:14][CH2:13][CH2:12][C:11]=2[CH:10]=[CH:9][C:8]=1[CH2:17][C:18](OCC)=[O:19].[OH-].[Na+].S([O-])([O-])(=O)=O.[Mg+2], predict the reaction product. The product is: [N:7]1[C:16]2[CH2:15][CH2:14][CH2:13][CH2:12][C:11]=2[CH:10]=[CH:9][C:8]=1[CH2:17][CH2:18][OH:19]. (3) Given the reactants [Cl:1][C:2]1[CH:7]=[CH:6][CH:5]=[C:4]([F:8])[C:3]=1[C:9]1[S:10][CH:11]=[C:12]([C:14](OCC)=[O:15])[N:13]=1.[BH4-].[Li+], predict the reaction product. The product is: [Cl:1][C:2]1[CH:7]=[CH:6][CH:5]=[C:4]([F:8])[C:3]=1[C:9]1[S:10][CH:11]=[C:12]([CH2:14][OH:15])[N:13]=1. (4) Given the reactants [Cl:1][C:2]1[CH:3]=[C:4]2[C:10]([CH:11]([C:13]3[N:14]([CH2:27][CH3:28])[N:15]=[C:16]([NH:18][CH2:19][C:20]4[CH:25]=[CH:24][C:23]([F:26])=[CH:22][CH:21]=4)[CH:17]=3)O)=[CH:9][N:8]([Si](C(C)C)(C(C)C)C(C)C)[C:5]2=[N:6][CH:7]=1.C([SiH](CC)CC)C.FC(F)(F)C(O)=O, predict the reaction product. The product is: [Cl:1][C:2]1[CH:3]=[C:4]2[C:10]([CH2:11][C:13]3[N:14]([CH2:27][CH3:28])[N:15]=[C:16]([NH:18][CH2:19][C:20]4[CH:21]=[CH:22][C:23]([F:26])=[CH:24][CH:25]=4)[CH:17]=3)=[CH:9][NH:8][C:5]2=[N:6][CH:7]=1. (5) Given the reactants [N:1]([CH2:4][CH2:5][CH2:6][C:7]([O:9]CC)=[O:8])=[N+:2]=[N-:3].[OH-].[K+], predict the reaction product. The product is: [N:1]([CH2:4][CH2:5][CH2:6][C:7]([OH:9])=[O:8])=[N+:2]=[N-:3]. (6) The product is: [NH2:2][C:3]1[CH:8]=[CH:7][N:6]2[CH:9]=[C:10]([C:12]3[CH:13]=[C:14]([O:18][C:19](=[O:21])[CH3:20])[CH:15]=[CH:16][CH:17]=3)[N:11]=[C:5]2[N:4]=1. Given the reactants Br.[NH2:2][C:3]1[CH:8]=[CH:7][N:6]2[CH:9]=[C:10]([C:12]3[CH:13]=[C:14]([OH:18])[CH:15]=[CH:16][CH:17]=3)[N:11]=[C:5]2[N:4]=1.[C:19](OC(=O)C)(=[O:21])[CH3:20].N1C=CC=CC=1.C([O-])(O)=O.[Na+], predict the reaction product. (7) Given the reactants [NH:1]1[CH2:8][CH2:7][CH2:6][C@H:2]1[C:3]([OH:5])=[O:4].S(Cl)(Cl)=O.[CH3:13]O, predict the reaction product. The product is: [NH:1]1[CH2:8][CH2:7][CH2:6][CH:2]1[C:3]([O:5][CH3:13])=[O:4]. (8) Given the reactants BrC1C=CC(CC[C:10]([NH:12]C)=O)=CC=1.[Br:14][C:15]1[CH:20]=[CH:19][C:18]([CH2:21][C:22]([OH:24])=O)=[CH:17][CH:16]=1.CN, predict the reaction product. The product is: [Br:14][C:15]1[CH:20]=[CH:19][C:18]([CH2:21][C:22]([NH:12][CH3:10])=[O:24])=[CH:17][CH:16]=1.